From a dataset of Retrosynthesis with 50K atom-mapped reactions and 10 reaction types from USPTO. Predict the reactants needed to synthesize the given product. (1) Given the product NC(=O)[C@H]1[C@@H]2C=C[C@@H](C2)[C@H]1Nc1c(Cl)cnc2[nH]c(Nc3ccccc3)nc12, predict the reactants needed to synthesize it. The reactants are: NC(=O)[C@H]1[C@@H]2C=C[C@@H](C2)[C@H]1Nc1c(Cl)cnc(N)c1N.S=C=Nc1ccccc1. (2) Given the product CCS(=O)(=O)c1ccc(-c2cccc(-c3nc(C(C)C)[nH]c3-c3cccc(C)n3)c2)cc1, predict the reactants needed to synthesize it. The reactants are: CCS(=O)(=O)c1ccc(B(O)O)cc1.Cc1cccc(-c2[nH]c(C(C)C)nc2-c2cccc(Br)c2)n1.